This data is from Forward reaction prediction with 1.9M reactions from USPTO patents (1976-2016). The task is: Predict the product of the given reaction. (1) Given the reactants [Cl:1][C:2]1[CH:7]=[CH:6][C:5]([CH:8]2[CH:12]([C:13]3[CH:18]=[CH:17][C:16]([Cl:19])=[CH:15][CH:14]=3)[N:11]([C:20]([N:22]3[CH2:27][CH2:26][CH:25]([CH2:28]O)[CH2:24][CH2:23]3)=[O:21])[C:10]([C:30]3[CH:35]=[CH:34][C:33]([C:36]([F:39])([F:38])[F:37])=[CH:32][C:31]=3[O:40][CH2:41][CH3:42])=[N:9]2)=[CH:4][CH:3]=1.C(Br)(Br)(Br)[Br:44].C1(P(C2C=CC=CC=2)C2C=CC=CC=2)C=CC=CC=1, predict the reaction product. The product is: [Cl:1][C:2]1[CH:7]=[CH:6][C:5]([CH:8]2[CH:12]([C:13]3[CH:18]=[CH:17][C:16]([Cl:19])=[CH:15][CH:14]=3)[N:11]([C:20]([N:22]3[CH2:27][CH2:26][CH:25]([CH2:28][Br:44])[CH2:24][CH2:23]3)=[O:21])[C:10]([C:30]3[CH:35]=[CH:34][C:33]([C:36]([F:39])([F:38])[F:37])=[CH:32][C:31]=3[O:40][CH2:41][CH3:42])=[N:9]2)=[CH:4][CH:3]=1. (2) Given the reactants [CH:1]1([C:4]2[C:12]3[CH2:11][O:10][C:9](=[O:13])[C:8]=3[CH:7]=[CH:6][C:5]=2[CH:14]=[CH2:15])[CH2:3][CH2:2]1.C1C=C(Cl)C=C(C(OO)=[O:24])C=1, predict the reaction product. The product is: [CH:1]1([C:4]2[C:12]3[CH2:11][O:10][C:9](=[O:13])[C:8]=3[CH:7]=[CH:6][C:5]=2[CH:14]2[CH2:15][O:24]2)[CH2:3][CH2:2]1. (3) Given the reactants [CH3:1][C:2]1[C:6]([CH2:7][N:8]2[CH:12]=[C:11]([N:13]3[C:17](=[O:18])[C:16]([CH3:20])([CH3:19])[NH:15][C:14]3=[O:21])[CH:10]=[N:9]2)=[C:5]([CH3:22])[O:4][N:3]=1.Cl[CH2:24][C:25]1[N:29]([CH3:30])[N:28]=[C:27]([CH3:31])[CH:26]=1, predict the reaction product. The product is: [CH3:30][N:29]1[C:25]([CH2:24][N:15]2[C:16]([CH3:19])([CH3:20])[C:17](=[O:18])[N:13]([C:11]3[CH:10]=[N:9][N:8]([CH2:7][C:6]4[C:2]([CH3:1])=[N:3][O:4][C:5]=4[CH3:22])[CH:12]=3)[C:14]2=[O:21])=[CH:26][C:27]([CH3:31])=[N:28]1. (4) Given the reactants [NH2:1][C:2]1[CH:14]=[CH:13][C:5]([C:6]([O:8][C:9]([CH3:12])([CH3:11])[CH3:10])=[O:7])=[CH:4][N:3]=1.C(N(CC)CC)C.[Cl-].ClC1N(C)CC[NH+]1C.[CH3:31][O:32][C:33]1[C:34](=[O:57])[C:35]([CH3:56])=[C:36]([CH2:42][C:43]2[CH:44]=[CH:45][C:46]([O:52][C:53](=[O:55])[CH3:54])=[C:47]([CH:51]=2)[C:48](O)=[O:49])[C:37](=[O:41])[C:38]=1[O:39][CH3:40], predict the reaction product. The product is: [C:9]([O:8][C:6]([C:5]1[CH:13]=[CH:14][C:2]([NH:1][C:48](=[O:49])[C:47]2[CH:51]=[C:43]([CH2:42][C:36]3[C:37](=[O:41])[C:38]([O:39][CH3:40])=[C:33]([O:32][CH3:31])[C:34](=[O:57])[C:35]=3[CH3:56])[CH:44]=[CH:45][C:46]=2[O:52][C:53](=[O:55])[CH3:54])=[N:3][CH:4]=1)=[O:7])([CH3:10])([CH3:11])[CH3:12]. (5) Given the reactants [Cl:1][C:2]1[CH:7]=[CH:6][C:5]([CH:8]([NH:20][C:21]2[CH:26]=[C:25]([CH3:27])[C:24](=[O:28])[N:23]([CH3:29])[CH:22]=2)[C:9]2[C:10]([C:17]([OH:19])=O)=[N:11][N:12]([CH:14]3[CH2:16][CH2:15]3)[CH:13]=2)=[CH:4][CH:3]=1, predict the reaction product. The product is: [Cl:1][C:2]1[CH:3]=[CH:4][C:5]([CH:8]2[C:9]3[C:10](=[N:11][N:12]([CH:14]4[CH2:15][CH2:16]4)[CH:13]=3)[C:17](=[O:19])[N:20]2[C:21]2[CH:26]=[C:25]([CH3:27])[C:24](=[O:28])[N:23]([CH3:29])[CH:22]=2)=[CH:6][CH:7]=1. (6) Given the reactants C[O:2][C:3]([C:5]1[CH:13]=[C:12]2[C:8]([C:9]([CH:24]3[CH2:29][CH2:28][CH2:27][CH2:26][CH2:25]3)=[C:10](Br)[N:11]2[CH2:14][C:15]([N:17]2[CH2:22][CH2:21][O:20][CH2:19][CH2:18]2)=[O:16])=[CH:7][CH:6]=1)=[O:4].[CH3:30][C:31]1[S:32][C:33]([C:37]2[NH:38][C:39]3[CH:45]=[C:44](B(O)O)[CH:43]=[CH:42][C:40]=3[N:41]=2)=[C:34]([CH3:36])[N:35]=1.C([O-])(O)=O.[Na+], predict the reaction product. The product is: [CH:24]1([C:9]2[C:8]3[C:12](=[CH:13][C:5]([C:3]([OH:2])=[O:4])=[CH:6][CH:7]=3)[N:11]([CH2:14][C:15]([N:17]3[CH2:22][CH2:21][O:20][CH2:19][CH2:18]3)=[O:16])[C:10]=2[C:43]2[CH:44]=[CH:45][C:39]3[N:38]=[C:37]([C:33]4[S:32][C:31]([CH3:30])=[N:35][C:34]=4[CH3:36])[NH:41][C:40]=3[CH:42]=2)[CH2:29][CH2:28][CH2:27][CH2:26][CH2:25]1.